From a dataset of Catalyst prediction with 721,799 reactions and 888 catalyst types from USPTO. Predict which catalyst facilitates the given reaction. Reactant: [F:1][C:2]1[CH:7]=[CH:6][CH:5]=[C:4]([F:8])[C:3]=1[NH:9][C:10](=[O:47])[C:11]1[CH:16]=[CH:15][CH:14]=[C:13]([C:17]2[N:18]=[C:19]3[CH:24]=[CH:23][CH:22]=[CH:21][N:20]3[C:25]=2[C:26]2[CH:31]=[CH:30][N:29]=[C:28]([NH:32][C:33]3[CH:38]=[CH:37][C:36]([O:39][CH:40]4[CH2:45][CH2:44][NH:43][CH2:42][CH2:41]4)=[CH:35][C:34]=3[CH3:46])[N:27]=2)[CH:12]=1.[C:48](O)(=O)C.C=O.C(O[BH-](OC(=O)C)OC(=O)C)(=O)C.[Na+]. Product: [F:1][C:2]1[CH:7]=[CH:6][CH:5]=[C:4]([F:8])[C:3]=1[NH:9][C:10](=[O:47])[C:11]1[CH:16]=[CH:15][CH:14]=[C:13]([C:17]2[N:18]=[C:19]3[CH:24]=[CH:23][CH:22]=[CH:21][N:20]3[C:25]=2[C:26]2[CH:31]=[CH:30][N:29]=[C:28]([NH:32][C:33]3[CH:38]=[CH:37][C:36]([O:39][CH:40]4[CH2:45][CH2:44][N:43]([CH3:48])[CH2:42][CH2:41]4)=[CH:35][C:34]=3[CH3:46])[N:27]=2)[CH:12]=1. The catalyst class is: 61.